Regression. Given a peptide amino acid sequence and an MHC pseudo amino acid sequence, predict their binding affinity value. This is MHC class II binding data. From a dataset of Peptide-MHC class II binding affinity with 134,281 pairs from IEDB. (1) The peptide sequence is RFTISRDNSKNTLYL. The MHC is HLA-DQA10102-DQB10602 with pseudo-sequence HLA-DQA10102-DQB10602. The binding affinity (normalized) is 0.170. (2) The peptide sequence is FNILTGKKITAHLKR. The MHC is DRB1_0901 with pseudo-sequence DRB1_0901. The binding affinity (normalized) is 0.659. (3) The peptide sequence is GQFRVIGPRHPIRAL. The MHC is HLA-DPA10301-DPB10402 with pseudo-sequence HLA-DPA10301-DPB10402. The binding affinity (normalized) is 0.315. (4) The MHC is DRB1_0701 with pseudo-sequence DRB1_0701. The binding affinity (normalized) is 0. The peptide sequence is SLETVAIDRPAEVRK. (5) The peptide sequence is LIGPTPVNIIGRNLLTQLGC. The MHC is HLA-DQA10401-DQB10402 with pseudo-sequence HLA-DQA10401-DQB10402. The binding affinity (normalized) is 0.0646. (6) The peptide sequence is LECQVQTAVDFGNSY. The MHC is HLA-DQA10201-DQB10301 with pseudo-sequence HLA-DQA10201-DQB10301. The binding affinity (normalized) is 0.686. (7) The peptide sequence is GPLLVLQAGFFLLTR. The MHC is HLA-DQA10102-DQB10602 with pseudo-sequence HLA-DQA10102-DQB10602. The binding affinity (normalized) is 0.326.